Dataset: Reaction yield outcomes from USPTO patents with 853,638 reactions. Task: Predict the reaction yield, written as a fraction of the theoretical maximum amount of product (1.0 means a 100% yield; for example, 0.34 means a 34% yield). (1) The reactants are [F:1][C:2]([F:29])([F:28])[C:3]1[CH:27]=[CH:26][CH:25]=[CH:24][C:4]=1[C:5]([N:7]1[CH2:11][C:10]2[CH2:12][N:13]([C:15]3[CH:23]=[CH:22][C:18]([C:19](O)=[O:20])=[CH:17][N:16]=3)[CH2:14][C:9]=2[CH2:8]1)=[O:6].[CH2:30]([NH2:35])[CH2:31][CH:32]([CH3:34])[CH3:33]. No catalyst specified. The product is [CH3:33][CH:32]([CH3:34])[CH2:31][CH2:30][NH:35][C:19](=[O:20])[C:18]1[CH:22]=[CH:23][C:15]([N:13]2[CH2:12][C:10]3[CH2:11][N:7]([C:5](=[O:6])[C:4]4[CH:24]=[CH:25][CH:26]=[CH:27][C:3]=4[C:2]([F:1])([F:29])[F:28])[CH2:8][C:9]=3[CH2:14]2)=[N:16][CH:17]=1. The yield is 0.340. (2) The reactants are [F:1][C:2]1([F:15])[CH2:7][CH2:6][N:5]([CH:8]2[CH2:13][CH2:12][C:11](=O)[CH2:10][CH2:9]2)[CH2:4][CH2:3]1.[NH:16]1[CH2:20][CH2:19][CH2:18][CH2:17]1.C1(C)C=CC(S(O)(=O)=O)=CC=1. The catalyst is C1CCCCC1. The product is [F:1][C:2]1([F:15])[CH2:7][CH2:6][N:5]([CH:8]2[CH2:13][CH2:12][C:11]([N:16]3[CH2:20][CH2:19][CH2:18][CH2:17]3)=[CH:10][CH2:9]2)[CH2:4][CH2:3]1. The yield is 0.960.